Dataset: Full USPTO retrosynthesis dataset with 1.9M reactions from patents (1976-2016). Task: Predict the reactants needed to synthesize the given product. Given the product [CH2:30]([NH:29][C:27](=[O:28])[NH:26][C:14]1[N:13]=[CH:12][C:11]([C:7]2[CH:8]=[N:9][CH:10]=[C:5]([C:3](=[N:1][OH:2])[NH2:4])[CH:6]=2)=[C:16]([C:17]2[S:18][CH:19]=[C:20]([C:22]([F:24])([F:23])[F:25])[N:21]=2)[CH:15]=1)[CH3:31], predict the reactants needed to synthesize it. The reactants are: [NH2:1][OH:2].[C:3]([C:5]1[CH:6]=[C:7]([C:11]2[CH:12]=[N:13][C:14]([NH:26][C:27]([NH:29][CH2:30][CH3:31])=[O:28])=[CH:15][C:16]=2[C:17]2[S:18][CH:19]=[C:20]([C:22]([F:25])([F:24])[F:23])[N:21]=2)[CH:8]=[N:9][CH:10]=1)#[N:4].